Dataset: Peptide-MHC class II binding affinity with 134,281 pairs from IEDB. Task: Regression. Given a peptide amino acid sequence and an MHC pseudo amino acid sequence, predict their binding affinity value. This is MHC class II binding data. (1) The peptide sequence is IDGKSRKECPFSNRV. The MHC is DRB3_0202 with pseudo-sequence DRB3_0202. The binding affinity (normalized) is 0.388. (2) The peptide sequence is PTHRHLKGEACPLPH. The MHC is DRB1_0701 with pseudo-sequence DRB1_0701. The binding affinity (normalized) is 0.349. (3) The peptide sequence is GELQIVDKIDAAIKI. The MHC is DRB4_0101 with pseudo-sequence DRB4_0103. The binding affinity (normalized) is 0.760. (4) The peptide sequence is KTMAVCTNAKVTAKG. The MHC is HLA-DQA10102-DQB10502 with pseudo-sequence HLA-DQA10102-DQB10502. The binding affinity (normalized) is 0.